This data is from Reaction yield outcomes from USPTO patents with 853,638 reactions. The task is: Predict the reaction yield, written as a fraction of the theoretical maximum amount of product (1.0 means a 100% yield; for example, 0.34 means a 34% yield). (1) The reactants are [CH3:1][O:2][C:3]1[CH:8]=[CH:7][C:6]([C:9]2[N:14]=[C:13]([NH:15][CH2:16][CH2:17][CH2:18][O:19][C:20]3[CH:21]=[C:22]4[C:26](=[CH:27][CH:28]=3)[C@H:25]([CH2:29][C:30]([O:32]CC)=[O:31])[CH2:24][CH2:23]4)[CH:12]=[CH:11][C:10]=2[C:35]([F:38])([F:37])[F:36])=[CH:5][CH:4]=1.CO.O.[Li+].[OH-]. The catalyst is C1COCC1. The product is [CH3:1][O:2][C:3]1[CH:4]=[CH:5][C:6]([C:9]2[N:14]=[C:13]([NH:15][CH2:16][CH2:17][CH2:18][O:19][C:20]3[CH:21]=[C:22]4[C:26](=[CH:27][CH:28]=3)[C@H:25]([CH2:29][C:30]([OH:32])=[O:31])[CH2:24][CH2:23]4)[CH:12]=[CH:11][C:10]=2[C:35]([F:37])([F:38])[F:36])=[CH:7][CH:8]=1. The yield is 0.880. (2) The reactants are [CH3:1][O:2][C:3](=[O:26])[CH2:4][C:5]1[C:14]([CH3:15])=[C:13](B2OC(C)(C)C(C)(C)O2)[C:12]2[C:7](=[CH:8][CH:9]=[C:10]([Cl:25])[CH:11]=2)[CH:6]=1.Br[C:28]1[CH:33]=[CH:32][C:31]([S:34][C:35]2[CH:40]=[CH:39][C:38]([Cl:41])=[CH:37][C:36]=2[Cl:42])=[CH:30][CH:29]=1.C(=O)(O)[O-].[Na+].O. The catalyst is C(COC)OC.C1C=CC([P]([Pd]([P](C2C=CC=CC=2)(C2C=CC=CC=2)C2C=CC=CC=2)([P](C2C=CC=CC=2)(C2C=CC=CC=2)C2C=CC=CC=2)[P](C2C=CC=CC=2)(C2C=CC=CC=2)C2C=CC=CC=2)(C2C=CC=CC=2)C2C=CC=CC=2)=CC=1. The product is [CH3:1][O:2][C:3](=[O:26])[CH2:4][C:5]1[C:14]([CH3:15])=[C:13]([C:28]2[CH:33]=[CH:32][C:31]([S:34][C:35]3[CH:40]=[CH:39][C:38]([Cl:41])=[CH:37][C:36]=3[Cl:42])=[CH:30][CH:29]=2)[C:12]2[C:7](=[CH:8][CH:9]=[C:10]([Cl:25])[CH:11]=2)[CH:6]=1. The yield is 0.360. (3) The reactants are [C:1]1([CH3:18])[CH:6]=[CH:5][CH:4]=[C:3]([N:7]2[C:11]3[CH:12]=[CH:13][CH:14]=[C:15]([C:16]#[N:17])[C:10]=3[N:9]=[CH:8]2)[CH:2]=1.[I:19][CH3:20]. The catalyst is CC#N. The product is [I-:19].[C:16]([C:15]1[C:10]2[N+:9]([CH3:20])=[CH:8][N:7]([C:3]3[CH:2]=[C:1]([CH3:18])[CH:6]=[CH:5][CH:4]=3)[C:11]=2[CH:12]=[CH:13][CH:14]=1)#[N:17]. The yield is 0.670. (4) The reactants are C(OC1C(Cl)=CC(C(O)=O)=CC=1Cl)C=C.[CH2:16]([O:23][CH:24]1[CH:28]([NH:29][C:30]([CH:32]2[CH2:36][CH2:35][CH2:34][N:33]2[C:37](=[O:55])[CH:38]([NH:40][C:41](=[O:54])[C:42]2[CH:47]=[C:46]([Cl:48])[C:45]([O:49][CH2:50][CH:51]=[CH2:52])=[C:44]([Cl:53])[CH:43]=2)[CH3:39])=[O:31])[CH2:27][C:26](=[O:56])[O:25]1)[C:17]1C=CC=CC=1. No catalyst specified. The product is [CH2:16]([O:23][CH:24]1[CH:28]([NH:29][C:30]([CH:32]2[CH2:36][CH2:35][CH2:34][N:33]2[C:37](=[O:55])[CH:38]([NH:40][C:41](=[O:54])[C:42]2[CH:43]=[C:44]([Cl:53])[C:45]([O:49][CH2:50][CH:51]=[CH2:52])=[C:46]([Cl:48])[CH:47]=2)[CH3:39])=[O:31])[CH2:27][C:26](=[O:56])[O:25]1)[CH3:17]. The yield is 0.650.